From a dataset of Catalyst prediction with 721,799 reactions and 888 catalyst types from USPTO. Predict which catalyst facilitates the given reaction. (1) Reactant: [C:1]([O:5][C:6]([N:8]1[CH2:11][CH:10](/[CH:12]=[CH:13]/[C:14]([O:16]CC)=[O:15])[CH2:9]1)=[O:7])([CH3:4])([CH3:3])[CH3:2].[OH-].[Li+].O. Product: [C:1]([O:5][C:6]([N:8]1[CH2:9][CH:10](/[CH:12]=[CH:13]/[C:14]([OH:16])=[O:15])[CH2:11]1)=[O:7])([CH3:4])([CH3:2])[CH3:3]. The catalyst class is: 12. (2) Reactant: [C:1]([O:5][C:6]([N:8]([CH3:44])[C@H:9]([C:19]([NH:21][C@H:22]([C:27]([N:29]([C@@H:31]([CH:41]([CH3:43])[CH3:42])/[CH:32]=[C:33](/[C:36]([O:38]CC)=[O:37])\[CH2:34][CH3:35])[CH3:30])=[O:28])[C:23]([CH3:26])([CH3:25])[CH3:24])=[O:20])[C:10]([CH3:18])([CH3:17])[C:11]1[CH:16]=[CH:15][CH:14]=[CH:13][CH:12]=1)=[O:7])([CH3:4])([CH3:3])[CH3:2].[OH-].[Li+]. Product: [C:1]([O:5][C:6]([N:8]([CH3:44])[C@H:9]([C:19]([NH:21][C@H:22]([C:27]([N:29]([C@@H:31]([CH:41]([CH3:43])[CH3:42])/[CH:32]=[C:33](/[C:36]([OH:38])=[O:37])\[CH2:34][CH3:35])[CH3:30])=[O:28])[C:23]([CH3:25])([CH3:24])[CH3:26])=[O:20])[C:10]([CH3:18])([CH3:17])[C:11]1[CH:12]=[CH:13][CH:14]=[CH:15][CH:16]=1)=[O:7])([CH3:2])([CH3:3])[CH3:4]. The catalyst class is: 72. (3) Reactant: [OH:1][C:2]1[C:7]([CH3:8])=[C:6]([CH3:9])[CH:5]=[C:4]([CH3:10])[C:3]=1[C:11](=[O:13])[CH3:12].[H-].[Na+].[CH2:16](Br)[C:17]1[CH:22]=[CH:21][CH:20]=[CH:19][CH:18]=1. Product: [CH2:16]([O:1][C:2]1[C:7]([CH3:8])=[C:6]([CH3:9])[CH:5]=[C:4]([CH3:10])[C:3]=1[C:11](=[O:13])[CH3:12])[C:17]1[CH:22]=[CH:21][CH:20]=[CH:19][CH:18]=1. The catalyst class is: 9. (4) Reactant: [Cl:1][C:2]1[CH:7]=[CH:6][C:5](/[CH:8]=[CH:9]/[C:10]2[CH:11]=[C:12]([N:16]3[C:20]([CH2:21][CH3:22])=[C:19]([C:23](O)=[O:24])[C:18]([CH2:26][CH3:27])=[N:17]3)[CH:13]=[CH:14][CH:15]=2)=[CH:4][CH:3]=1.CN(C(ON1N=NC2C=CC=NC1=2)=[N+](C)C)C.F[P-](F)(F)(F)(F)F.CCN(CC)CC.[N:59]1([CH2:66][CH2:67][OH:68])[CH2:65][CH2:64][CH2:63][NH:62][CH2:61][CH2:60]1. Product: [Cl:1][C:2]1[CH:7]=[CH:6][C:5](/[CH:8]=[CH:9]/[C:10]2[CH:11]=[C:12]([N:16]3[C:20]([CH2:21][CH3:22])=[C:19]([C:23]([N:62]4[CH2:63][CH2:64][CH2:65][N:59]([CH2:66][CH2:67][OH:68])[CH2:60][CH2:61]4)=[O:24])[C:18]([CH2:26][CH3:27])=[N:17]3)[CH:13]=[CH:14][CH:15]=2)=[CH:4][CH:3]=1. The catalyst class is: 3. (5) Reactant: [CH2:1]([N:3]1[C:7]([CH2:8][S:9][C:10]2[N:15]=[C:14]([OH:16])[CH:13]=[C:12]([CH3:17])[N:11]=2)=[C:6]([CH3:18])[N:5]=[CH:4]1)[CH3:2].[ClH:19].O1CCOCC1. Product: [ClH:19].[CH2:1]([N:3]1[C:7]([CH2:8][S:9][C:10]2[N:15]=[C:14]([OH:16])[CH:13]=[C:12]([CH3:17])[N:11]=2)=[C:6]([CH3:18])[N:5]=[CH:4]1)[CH3:2]. The catalyst class is: 5.